This data is from Reaction yield outcomes from USPTO patents with 853,638 reactions. The task is: Predict the reaction yield, written as a fraction of the theoretical maximum amount of product (1.0 means a 100% yield; for example, 0.34 means a 34% yield). (1) The reactants are CC1C=CC(S(OCC2CC3C(F)=CC=C(C4C=CC=CC=4C)C=3O2)(=O)=O)=CC=1.[N-]=[N+]=[N-].[Na+].N(CC1CC2C=C(Cl)C=C(C3C=CSC=3)C=2O1)=[N+]=[N-].[N:53]([CH2:56][CH:57]1[CH2:61][C:60]2[C:62]([F:73])=[CH:63][CH:64]=[C:65]([C:66]3[CH:71]=[CH:70][CH:69]=[CH:68][C:67]=3[CH3:72])[C:59]=2[O:58]1)=[N+]=[N-].[N-]=[N+]=[N-]. The catalyst is [Pd]. The product is [F:73][C:62]1[C:60]2[CH2:61][CH:57]([CH2:56][NH2:53])[O:58][C:59]=2[C:65]([C:66]2[CH:71]=[CH:70][CH:69]=[CH:68][C:67]=2[CH3:72])=[CH:64][CH:63]=1. The yield is 0.570. (2) The reactants are Br[C:2]1[CH:7]=[C:6]([Cl:8])[N:5]=[N:4][C:3]=1[NH2:9].Br[CH2:11][C:12]([C:14]1[S:15][C:16]([C:19]2[CH:24]=[CH:23][CH:22]=[CH:21][N:20]=2)=[CH:17][CH:18]=1)=O.[NH:25]1[CH2:30][CH2:29][O:28][CH2:27][CH2:26]1. The catalyst is C(O)C. The product is [Cl:8][C:6]1[CH:7]=[C:2]([N:25]2[CH2:30][CH2:29][O:28][CH2:27][CH2:26]2)[C:3]2[N:4]([CH:11]=[C:12]([C:14]3[S:15][C:16]([C:19]4[CH:24]=[CH:23][CH:22]=[CH:21][N:20]=4)=[CH:17][CH:18]=3)[N:9]=2)[N:5]=1. The yield is 0.530.